From a dataset of Peptide-MHC class II binding affinity with 134,281 pairs from IEDB. Regression. Given a peptide amino acid sequence and an MHC pseudo amino acid sequence, predict their binding affinity value. This is MHC class II binding data. (1) The peptide sequence is EKMFVSPTPGQRNPY. The MHC is DRB1_0802 with pseudo-sequence DRB1_0802. The binding affinity (normalized) is 0.492. (2) The peptide sequence is TVWEQILNTWLVKPG. The MHC is HLA-DPA10103-DPB10401 with pseudo-sequence HLA-DPA10103-DPB10401. The binding affinity (normalized) is 0.294. (3) The peptide sequence is HVVIEAYTAAVELMP. The MHC is HLA-DQA10101-DQB10501 with pseudo-sequence HLA-DQA10101-DQB10501. The binding affinity (normalized) is 0.152. (4) The peptide sequence is AASGAATVAAGGYKV. The MHC is HLA-DPA10103-DPB10201 with pseudo-sequence HLA-DPA10103-DPB10201. The binding affinity (normalized) is 0.